This data is from Peptide-MHC class I binding affinity with 185,985 pairs from IEDB/IMGT. The task is: Regression. Given a peptide amino acid sequence and an MHC pseudo amino acid sequence, predict their binding affinity value. This is MHC class I binding data. (1) The peptide sequence is MMAKSNSPF. The MHC is HLA-C07:02 with pseudo-sequence HLA-C07:02. The binding affinity (normalized) is 0.255. (2) The peptide sequence is YMGEDGCWY. The MHC is HLA-A30:02 with pseudo-sequence HLA-A30:02. The binding affinity (normalized) is 0.0281. (3) The peptide sequence is LSPILAEEL. The MHC is Mamu-B08 with pseudo-sequence Mamu-B08. The binding affinity (normalized) is 0. (4) The MHC is HLA-A26:01 with pseudo-sequence HLA-A26:01. The binding affinity (normalized) is 0. The peptide sequence is IEELRRHLL. (5) The binding affinity (normalized) is 0.703. The MHC is HLA-B57:01 with pseudo-sequence HLA-B57:01. The peptide sequence is KASSAWHYF. (6) The peptide sequence is KIMDYGKYK. The MHC is HLA-B08:03 with pseudo-sequence HLA-B08:03. The binding affinity (normalized) is 0.0847.